From a dataset of TCR-epitope binding with 47,182 pairs between 192 epitopes and 23,139 TCRs. Binary Classification. Given a T-cell receptor sequence (or CDR3 region) and an epitope sequence, predict whether binding occurs between them. (1) The epitope is TPGPGVRYPL. The TCR CDR3 sequence is CASSLPPGGGVYGYTF. Result: 1 (the TCR binds to the epitope). (2) The epitope is YYRRATRRIR. The TCR CDR3 sequence is CASHTGTTSIDTQYF. Result: 0 (the TCR does not bind to the epitope). (3) The epitope is RPPIFIRRL. The TCR CDR3 sequence is CASSQETGASGTQYF. Result: 1 (the TCR binds to the epitope). (4) The epitope is NLVPMVATV. The TCR CDR3 sequence is CASAPQGENQPQHF. Result: 1 (the TCR binds to the epitope). (5) The epitope is GLNKIVRMY. The TCR CDR3 sequence is CASMPTRGTDTQYF. Result: 0 (the TCR does not bind to the epitope).